Dataset: Peptide-MHC class II binding affinity with 134,281 pairs from IEDB. Task: Regression. Given a peptide amino acid sequence and an MHC pseudo amino acid sequence, predict their binding affinity value. This is MHC class II binding data. (1) The peptide sequence is VWTNTPTKWDNSFLE. The MHC is DRB1_1501 with pseudo-sequence DRB1_1501. The binding affinity (normalized) is 0.156. (2) The peptide sequence is AAATAGTTVYGAFAA. The MHC is DRB1_0101 with pseudo-sequence DRB1_0101. The binding affinity (normalized) is 0.560. (3) The peptide sequence is YFLMAYANQIHHVDL. The MHC is DRB1_0802 with pseudo-sequence DRB1_0802. The binding affinity (normalized) is 0.394. (4) The peptide sequence is NESATILMTATPPGT. The MHC is DRB1_0701 with pseudo-sequence DRB1_0701. The binding affinity (normalized) is 0.568. (5) The peptide sequence is GEPKGAAESSSKAAL. The binding affinity (normalized) is 0.0719. The MHC is HLA-DPA10201-DPB10101 with pseudo-sequence HLA-DPA10201-DPB10101. (6) The peptide sequence is MKNLVWNDELAYVAQ. The MHC is HLA-DQA10301-DQB10302 with pseudo-sequence HLA-DQA10301-DQB10302. The binding affinity (normalized) is 0.609. (7) The peptide sequence is SLMYFHKRDMRLLSL. The MHC is DRB1_0301 with pseudo-sequence DRB1_0301. The binding affinity (normalized) is 0.872.